From a dataset of Full USPTO retrosynthesis dataset with 1.9M reactions from patents (1976-2016). Predict the reactants needed to synthesize the given product. (1) Given the product [O:1]=[C:2]1[N:8]([CH:9]2[CH2:14][CH2:13][N:12]([C:15]([O:17][C@H:18]([CH2:35][C:36]3[CH:41]=[C:40]([C:42]([F:43])([F:45])[F:44])[C:39]([NH2:46])=[C:38]([Cl:47])[CH:37]=3)[C:19]([N:21]3[CH2:22][CH2:23][CH:24]([N:27]4[CH2:31][CH2:30][CH2:29][C@H:28]4[C:32]([O:34][CH2:59][CH2:58][N:52]4[CH2:57][CH2:56][O:55][CH2:54][CH2:53]4)=[O:33])[CH2:25][CH2:26]3)=[O:20])=[O:16])[CH2:11][CH2:10]2)[CH2:7][CH2:6][C:5]2[CH:48]=[CH:49][CH:50]=[CH:51][C:4]=2[NH:3]1, predict the reactants needed to synthesize it. The reactants are: [O:1]=[C:2]1[N:8]([CH:9]2[CH2:14][CH2:13][N:12]([C:15]([O:17][C@H:18]([CH2:35][C:36]3[CH:41]=[C:40]([C:42]([F:45])([F:44])[F:43])[C:39]([NH2:46])=[C:38]([Cl:47])[CH:37]=3)[C:19]([N:21]3[CH2:26][CH2:25][CH:24]([N:27]4[CH2:31][CH2:30][CH2:29][C@H:28]4[C:32]([OH:34])=[O:33])[CH2:23][CH2:22]3)=[O:20])=[O:16])[CH2:11][CH2:10]2)[CH2:7][CH2:6][C:5]2[CH:48]=[CH:49][CH:50]=[CH:51][C:4]=2[NH:3]1.[N:52]1([CH2:58][CH2:59]O)[CH2:57][CH2:56][O:55][CH2:54][CH2:53]1. (2) The reactants are: [CH3:1][C@H:2]1[CH2:6][CH2:5][CH2:4][N:3]1[CH2:7][C@H:8]1[CH2:10][C@@H:9]1[C:11]1[CH:16]=[CH:15][C:14]([N:17]2[C:22](=[O:23])[CH:21]=[CH:20][CH:19]=[N:18]2)=[CH:13][CH:12]=1.[C:24]([OH:33])(=[O:32])[C@H:25]([C@@H:27]([C:29]([OH:31])=[O:30])[OH:28])[OH:26]. Given the product [OH:28][C@@H:27]([C@H:25]([OH:26])[C:24]([OH:33])=[O:32])[C:29]([OH:31])=[O:30].[CH3:1][C@H:2]1[CH2:6][CH2:5][CH2:4][N:3]1[CH2:7][C@H:8]1[CH2:10][C@@H:9]1[C:11]1[CH:16]=[CH:15][C:14]([N:17]2[C:22](=[O:23])[CH:21]=[CH:20][CH:19]=[N:18]2)=[CH:13][CH:12]=1, predict the reactants needed to synthesize it. (3) Given the product [CH3:18][C:19]1[C:25]([CH3:26])=[CH:24][CH:23]=[CH:22][C:20]=1[NH:21][C:4]1[C:5](=[O:17])[C:6](=[O:16])[C:7]=1[NH:8][C:9]1[CH:14]=[CH:13][CH:12]=[CH:11][C:10]=1[OH:15], predict the reactants needed to synthesize it. The reactants are: C(O[C:4]1[C:5](=[O:17])[C:6](=[O:16])[C:7]=1[NH:8][C:9]1[CH:14]=[CH:13][CH:12]=[CH:11][C:10]=1[OH:15])C.[CH3:18][C:19]1[C:25]([CH3:26])=[CH:24][CH:23]=[CH:22][C:20]=1[NH2:21]. (4) Given the product [Cl:18][C:19]1[CH:32]=[CH:31][C:30]([NH:33][C:34]2[NH:16][C:13]3[CH:14]=[CH:15][C:10]([O:9][C:7]4[CH:6]=[CH:5][N:4]=[C:3]([NH:2][CH3:1])[N:8]=4)=[CH:11][C:12]=3[N:17]=2)=[CH:29][C:20]=1[CH2:21][N:22]1[CH2:27][CH2:26][N:25]([CH3:28])[CH2:24][CH2:23]1, predict the reactants needed to synthesize it. The reactants are: [CH3:1][NH:2][C:3]1[N:8]=[C:7]([O:9][C:10]2[CH:11]=[C:12]([NH2:17])[C:13]([NH2:16])=[CH:14][CH:15]=2)[CH:6]=[CH:5][N:4]=1.[Cl:18][C:19]1[CH:32]=[CH:31][C:30]([N:33]=[C:34]=S)=[CH:29][C:20]=1[CH2:21][N:22]1[CH2:27][CH2:26][N:25]([CH3:28])[CH2:24][CH2:23]1.C(Cl)CCl. (5) Given the product [NH2:63][C:64]1[N:69]=[CH:68][C:67]([S:70]([N:6]2[CH2:7][CH2:8][N:9]([C:10]3[CH:11]=[CH:12][C:13]([C:16]([OH:25])([C:17]([F:20])([F:18])[F:19])[C:21]([F:22])([F:23])[F:24])=[CH:14][CH:15]=3)[CH:4]([C:1]#[C:2][CH3:3])[CH2:5]2)(=[O:72])=[O:71])=[CH:66][CH:65]=1, predict the reactants needed to synthesize it. The reactants are: [C:1]([CH:4]1[N:9]([C:10]2[CH:15]=[CH:14][C:13]([C:16]([OH:25])([C:21]([F:24])([F:23])[F:22])[C:17]([F:20])([F:19])[F:18])=[CH:12][CH:11]=2)[CH2:8][CH2:7][N:6](C(OCC2C=CC=CC=2)=O)[CH2:5]1)#[C:2][CH3:3].C(O)(C(F)(F)F)=O.FC(F)(F)S(O)(=O)=O.C([O-])(O)=O.[Na+].C(N(CC)CC)C.[NH2:63][C:64]1[N:69]=[CH:68][C:67]([S:70](Cl)(=[O:72])=[O:71])=[CH:66][CH:65]=1. (6) Given the product [F:15][C:16]([F:31])([F:32])[C:17]1[CH:18]=[C:19]([CH:23]([C:25]2[CH:26]=[CH:27][CH:28]=[CH:29][CH:30]=2)[O:1][C:2]2[CH:11]=[CH:10][C:9]([N+:12]([O-:14])=[O:13])=[CH:8][C:3]=2[C:4]([O:6][CH3:7])=[O:5])[CH:20]=[CH:21][CH:22]=1, predict the reactants needed to synthesize it. The reactants are: [OH:1][C:2]1[CH:11]=[CH:10][C:9]([N+:12]([O-:14])=[O:13])=[CH:8][C:3]=1[C:4]([O:6][CH3:7])=[O:5].[F:15][C:16]([F:32])([F:31])[C:17]1[CH:18]=[C:19]([CH:23]([C:25]2[CH:30]=[CH:29][CH:28]=[CH:27][CH:26]=2)O)[CH:20]=[CH:21][CH:22]=1.C1(C)C=CC=CC=1.C1(P(C2C=CC=CC=2)C2C=CC=CC=2)C=CC=CC=1. (7) Given the product [I:12][C:13]1[CH:20]=[CH:19][CH:18]=[CH:17][C:14]=1[CH:15]1[C:2]([C:1]([O:7][C:8]([CH3:11])([CH3:10])[CH3:9])=[O:6])=[C:3]([CH3:5])[NH:21][C:3]([CH3:5])=[C:2]1[C:1]([O:7][C:8]([CH3:11])([CH3:10])[CH3:9])=[O:22], predict the reactants needed to synthesize it. The reactants are: [C:1]([O:7][C:8]([CH3:11])([CH3:10])[CH3:9])(=[O:6])[CH2:2][C:3]([CH3:5])=O.[I:12][C:13]1[CH:20]=[CH:19][CH:18]=[CH:17][C:14]=1[CH:15]=O.[NH4+:21].[OH-:22].